This data is from Forward reaction prediction with 1.9M reactions from USPTO patents (1976-2016). The task is: Predict the product of the given reaction. Given the reactants [CH2:1]([O:3][C:4]([C:6]1[N:7]([C:20]2[CH:25]=[CH:24][C:23]([O:26][CH:27]([CH3:29])[CH3:28])=[CH:22][CH:21]=2)[C:8]2[C:13]([C:14]=1[C:15]([F:18])([F:17])[F:16])=[CH:12][C:11](Cl)=[CH:10][CH:9]=2)=[O:5])[CH3:2].[B:30]1([B:30]2[O:34][C:33]([CH3:36])([CH3:35])[C:32]([CH3:38])([CH3:37])[O:31]2)[O:34][C:33]([CH3:36])([CH3:35])[C:32]([CH3:38])([CH3:37])[O:31]1, predict the reaction product. The product is: [CH2:1]([O:3][C:4]([C:6]1[N:7]([C:20]2[CH:25]=[CH:24][C:23]([O:26][CH:27]([CH3:29])[CH3:28])=[CH:22][CH:21]=2)[C:8]2[C:13]([C:14]=1[C:15]([F:18])([F:17])[F:16])=[CH:12][C:11]([B:30]1[O:34][C:33]([CH3:36])([CH3:35])[C:32]([CH3:38])([CH3:37])[O:31]1)=[CH:10][CH:9]=2)=[O:5])[CH3:2].